From a dataset of Forward reaction prediction with 1.9M reactions from USPTO patents (1976-2016). Predict the product of the given reaction. (1) Given the reactants C(Cl)(=O)C(Cl)=O.CS(C)=O.[C:11]([O:15][C:16]([N:18]1[CH2:22][C@H:21]([OH:23])[CH2:20][C@H:19]1[CH2:24][O:25][C:26](=[O:36])[C:27]1[CH:32]=[CH:31][C:30]([N+:33]([O-:35])=[O:34])=[CH:29][CH:28]=1)=[O:17])([CH3:14])([CH3:13])[CH3:12].C(N(CC)C(C)C)(C)C, predict the reaction product. The product is: [C:11]([O:15][C:16]([N:18]1[CH2:22][C:21](=[O:23])[CH2:20][C@H:19]1[CH2:24][O:25][C:26](=[O:36])[C:27]1[CH:28]=[CH:29][C:30]([N+:33]([O-:35])=[O:34])=[CH:31][CH:32]=1)=[O:17])([CH3:14])([CH3:12])[CH3:13]. (2) Given the reactants C[C:2]1[C:11]([CH:12]=O)=[C:5]2[CH:6]=[C:7](C)[CH:8]=[CH:9][N:4]2[N:3]=1.[CH3:14][C:15]1[CH:20]=[CH:19][C:18]([N+:21]([O-:23])=[O:22])=[CH:17][C:16]=1[S:24]([NH:27][NH2:28])(=[O:26])=[O:25].C1C[O:32][CH2:31]C1.[CH3:34]O, predict the reaction product. The product is: [CH3:31][O:32][C:7]1[CH:8]=[CH:9][N:4]2[N:3]=[CH:2][C:11]([CH:12]=[N:28][N:27]([CH3:34])[S:24]([C:16]3[CH:17]=[C:18]([N+:21]([O-:23])=[O:22])[CH:19]=[CH:20][C:15]=3[CH3:14])(=[O:25])=[O:26])=[C:5]2[CH:6]=1. (3) Given the reactants COC1C=CC(OC)=CC=1[CH2:11][C:12]([NH2:14])=O.B.[CH2:16]1[CH2:20][O:19][CH2:18][CH2:17]1.CO.[CH2:23]1[CH2:27][O:26][CH2:25][CH2:24]1, predict the reaction product. The product is: [CH3:18][O:19][C:20]1[CH:16]=[CH:17][C:25]([O:26][CH3:27])=[CH:24][C:23]=1[NH:14][CH2:12][CH3:11]. (4) The product is: [CH:28]1([CH2:34][C@H:35]([N:39]2[CH2:47][C:46]3[C:41](=[CH:42][CH:43]=[CH:44][CH:45]=3)[C:40]2=[O:48])[C:36]([NH:49][C:50]2[CH:55]=[CH:54][C:53]([CH3:11])=[CH:52][N:51]=2)=[O:38])[CH2:29][CH2:30][CH2:31][CH2:32][CH2:33]1. Given the reactants F[P-](F)(F)(F)(F)F.N1(O[P+](N(C)C)(N(C)C)N(C)C)C2C=CC=C[C:11]=2N=N1.[CH:28]1([CH2:34][C@H:35]([N:39]2[CH2:47][C:46]3[C:41](=[CH:42][CH:43]=[CH:44][CH:45]=3)[C:40]2=[O:48])[C:36]([OH:38])=O)[CH2:33][CH2:32][CH2:31][CH2:30][CH2:29]1.[NH2:49][C:50]1[CH:55]=[C:54](C)[CH:53]=[CH:52][N:51]=1.C1(C[C@H](N2CC3C(=CC=CC=3)C2=O)C(NC2SC=CN=2)=O)CCCCC1, predict the reaction product. (5) Given the reactants [CH:1]1([C:4]2[N:5]=[C:6](O)[C:7]3[CH2:12][CH2:11][NH:10][C:8]=3[N:9]=2)[CH2:3][CH2:2]1.C(N(CC)C1C=CC=CC=1)C.[P].P(Cl)(Cl)([Cl:28])=O, predict the reaction product. The product is: [Cl:28][C:6]1[C:7]2[CH2:12][CH2:11][NH:10][C:8]=2[N:9]=[C:4]([CH:1]2[CH2:3][CH2:2]2)[N:5]=1. (6) Given the reactants NO.CC1[N:5]([C:10]2[S:11][C:12]([C:19]3[C:20]([CH3:34])=[N:21][N:22]4[C:27]([CH:28]([CH2:31][CH3:32])[CH2:29][CH3:30])=[CH:26][C:25]([CH3:33])=[N:24][C:23]=34)=[C:13]([C:15]([F:18])([F:17])[F:16])[N:14]=2)C(C)=CC=1.C(OCC)C, predict the reaction product. The product is: [CH2:29]([CH:28]([C:27]1[N:22]2[N:21]=[C:20]([CH3:34])[C:19]([C:12]3[S:11][C:10]([NH2:5])=[N:14][C:13]=3[C:15]([F:16])([F:18])[F:17])=[C:23]2[N:24]=[C:25]([CH3:33])[CH:26]=1)[CH2:31][CH3:32])[CH3:30]. (7) The product is: [CH2:15]([O:14][C:12]([CH:11]1[CH2:10][CH2:9][N:8]([C:20]2[N:21]=[CH:22][C:23]3[CH:29]=[CH:28][CH2:27][N:26]([NH:30][CH2:31][C:32]4[CH:37]=[CH:36][C:35]5[O:38][CH2:39][O:40][C:34]=5[CH:33]=4)[C:24]=3[N:25]=2)[CH2:18][CH2:17]1)=[O:13])[CH3:16]. Given the reactants C(N(CC)CC)C.[NH:8]1[CH2:18][CH2:17][CH:11]([C:12]([O:14][CH2:15][CH3:16])=[O:13])[CH2:10][CH2:9]1.Cl[C:20]1[N:21]=[CH:22][C:23]2[CH:29]=[CH:28][CH2:27][N:26]([NH:30][CH2:31][C:32]3[CH:37]=[CH:36][C:35]4[O:38][CH2:39][O:40][C:34]=4[CH:33]=3)[C:24]=2[N:25]=1.O, predict the reaction product. (8) Given the reactants [NH2:1][C:2]1[N:3]([CH3:26])[C:4](=[O:25])[C:5]2([C:15]3[C:10](=[CH:11][CH:12]=[C:13](Br)[CH:14]=3)[O:9][CH:8]([C:17]3[CH:22]=[CH:21][CH:20]=[C:19]([F:23])[C:18]=3[F:24])[CH2:7]2)[N:6]=1.[C:27]([C:29]1[CH:30]=[C:31](B(O)O)[CH:32]=[CH:33][CH:34]=1)#[N:28].C(=O)([O-])[O-].[Cs+].[Cs+], predict the reaction product. The product is: [NH2:1][C:2]1[N:3]([CH3:26])[C:4](=[O:25])[C:5]2([C:15]3[C:10](=[CH:11][CH:12]=[C:13]([C:33]4[CH:34]=[C:29]([CH:30]=[CH:31][CH:32]=4)[C:27]#[N:28])[CH:14]=3)[O:9][CH:8]([C:17]3[CH:22]=[CH:21][CH:20]=[C:19]([F:23])[C:18]=3[F:24])[CH2:7]2)[N:6]=1.